From a dataset of Catalyst prediction with 721,799 reactions and 888 catalyst types from USPTO. Predict which catalyst facilitates the given reaction. (1) The catalyst class is: 16. Product: [Cl:2][C:3]1[N:4]=[C:5]([C:10]([NH:12][C@H:13]2[CH2:18][CH2:17][N:16]([C:23]3[CH:28]=[CH:27][N:26]([C:29]4[S:30][C:31]([C:35]([O:37][CH2:38][CH3:39])=[O:36])=[C:32]([CH3:34])[N:33]=4)[C:25](=[O:40])[CH:24]=3)[CH2:15][C@H:14]2[O:19][CH2:20][CH3:21])=[O:11])[NH:6][C:7]=1[CH2:8][CH3:9]. Reactant: Cl.[Cl:2][C:3]1[N:4]=[C:5]([C:10]([NH:12][C@H:13]2[CH2:18][CH2:17][NH:16][CH2:15][C@H:14]2[O:19][CH2:20][CH3:21])=[O:11])[NH:6][C:7]=1[CH2:8][CH3:9].Cl[C:23]1[CH:28]=[CH:27][N:26]([C:29]2[S:30][C:31]([C:35]([O:37][CH2:38][CH3:39])=[O:36])=[C:32]([CH3:34])[N:33]=2)[C:25](=[O:40])[CH:24]=1.C(=O)([O-])[O-].[Na+].[Na+]. (2) Reactant: [CH:1](=O)[CH3:2].[NH2:4][C:5]1[N:15]=[C:14]([C:16]([F:19])([F:18])[F:17])[CH:13]=[CH:12][C:6]=1[C:7]([O:9][CH2:10][CH3:11])=[O:8].FC(F)(F)C(O)=O.C(O[BH-](OC(=O)C)OC(=O)C)(=O)C.[Na+]. Product: [CH2:1]([NH:4][C:5]1[N:15]=[C:14]([C:16]([F:19])([F:17])[F:18])[CH:13]=[CH:12][C:6]=1[C:7]([O:9][CH2:10][CH3:11])=[O:8])[CH3:2]. The catalyst class is: 2.